Predict the product of the given reaction. From a dataset of Forward reaction prediction with 1.9M reactions from USPTO patents (1976-2016). (1) Given the reactants Cl.[F:2][C:3]1[C:8]([NH:9][C:10]2[C:15]([C:16]3[N:24]=[CH:23][N:22]=[C:21]4[C:17]=3[N:18]=[CH:19][N:20]4C3CCCCO3)=[CH:14][CH:13]=[CH:12][N:11]=2)=[C:7]([F:31])[CH:6]=[CH:5][C:4]=1[NH:32][S:33]([C:36]1[S:40][C:39]([CH3:41])=[N:38][C:37]=1[CH3:42])(=[O:35])=[O:34], predict the reaction product. The product is: [N:24]1[C:16]([C:15]2[C:10]([NH:9][C:8]3[C:3]([F:2])=[C:4]([NH:32][S:33]([C:36]4[S:40][C:39]([CH3:41])=[N:38][C:37]=4[CH3:42])(=[O:35])=[O:34])[CH:5]=[CH:6][C:7]=3[F:31])=[N:11][CH:12]=[CH:13][CH:14]=2)=[C:17]2[C:21]([NH:20][CH:19]=[N:18]2)=[N:22][CH:23]=1. (2) Given the reactants OS(O)(=O)=O.[OH:6][C:7]1[CH:15]=[CH:14][C:13]([N+:16]([O-:18])=[O:17])=[CH:12][C:8]=1[C:9]([OH:11])=[O:10].[CH3:19]O, predict the reaction product. The product is: [OH:6][C:7]1[CH:15]=[CH:14][C:13]([N+:16]([O-:18])=[O:17])=[CH:12][C:8]=1[C:9]([O:11][CH3:19])=[O:10]. (3) The product is: [Br:16][C:11]1[C:12]([CH3:15])=[C:13]2[C:8](=[CH:9][CH:10]=1)[NH:7][C:6]([C:4]([OH:5])=[O:3])=[CH:14]2. Given the reactants C([O:3][C:4]([C:6]1[NH:7][C:8]2[C:13]([CH:14]=1)=[C:12]([CH3:15])[C:11]([Br:16])=[CH:10][CH:9]=2)=[O:5])C.[OH-].[Li+], predict the reaction product. (4) Given the reactants C[C:2]1[N:7]=[N:6][C:5]([C:8]2[CH:13]=[CH:12][CH:11]=[CH:10][CH:9]=2)=[C:4]([C:14](O)=[O:15])[C:3]=1[C:17]1[CH:22]=[CH:21][CH:20]=[CH:19][CH:18]=1.CCN(C(C)C)C(C)C.CN(C(ON1N=NC2C=CC=NC1=2)=[N+](C)C)C.F[P-](F)(F)(F)(F)F.[NH2:56][CH:57]([CH2:62][OH:63])[C:58]([O:60][CH3:61])=[O:59], predict the reaction product. The product is: [C:8]1([C:5]2[N:6]=[N:7][CH:2]=[C:3]([C:17]3[CH:18]=[CH:19][CH:20]=[CH:21][CH:22]=3)[C:4]=2[C:14]([NH:56][CH:57]([CH2:62][OH:63])[C:58]([O:60][CH3:61])=[O:59])=[O:15])[CH:13]=[CH:12][CH:11]=[CH:10][CH:9]=1. (5) Given the reactants C([O:3][CH:4](OCC)[CH2:5][CH2:6][C:7]1[N:11]=[C:10]([C:12]2[CH:17]=[CH:16][C:15]([O:18][CH3:19])=[CH:14][CH:13]=2)[O:9][N:8]=1)C, predict the reaction product. The product is: [CH3:19][O:18][C:15]1[CH:14]=[CH:13][C:12]([C:10]2[O:9][N:8]=[C:7]([CH2:6][CH2:5][CH:4]=[O:3])[N:11]=2)=[CH:17][CH:16]=1. (6) Given the reactants C(COC)OC.[C:7]([O:11][C:12]([N:14]1[CH2:19][CH2:18][N:17]([C:20]([C:22]2[N:27]=[CH:26][C:25](Br)=[CH:24][N:23]=2)=[O:21])[CH2:16][CH2:15]1)=[O:13])([CH3:10])([CH3:9])[CH3:8].[N:29]1[CH:34]=[CH:33][C:32](B(O)O)=[CH:31][CH:30]=1.[F-].[Cs+], predict the reaction product. The product is: [C:7]([O:11][C:12]([N:14]1[CH2:19][CH2:18][N:17]([C:20]([C:22]2[N:27]=[CH:26][C:25]([C:32]3[CH:33]=[CH:34][N:29]=[CH:30][CH:31]=3)=[CH:24][N:23]=2)=[O:21])[CH2:16][CH2:15]1)=[O:13])([CH3:10])([CH3:9])[CH3:8]. (7) Given the reactants [C:1]([C:4]1[C:5]([C:21]2[CH:26]=[CH:25][C:24]([NH:27]C(=O)OC(C)(C)C)=[C:23]([F:35])[CH:22]=2)=[C:6]2[N:11]([C:12]=1[CH2:13][N:14]1[CH2:19][CH2:18][O:17][CH2:16][CH2:15]1)[N:10]=[CH:9][N:8]=[C:7]2[NH2:20])(=[O:3])[CH3:2].FC(F)(F)C(O)=O.C([O-])(O)=O.[Na+], predict the reaction product. The product is: [NH2:20][C:7]1[C:6]2=[C:5]([C:21]3[CH:26]=[CH:25][C:24]([NH2:27])=[C:23]([F:35])[CH:22]=3)[C:4]([C:1](=[O:3])[CH3:2])=[C:12]([CH2:13][N:14]3[CH2:19][CH2:18][O:17][CH2:16][CH2:15]3)[N:11]2[N:10]=[CH:9][N:8]=1. (8) Given the reactants CC(O)C.[CH2:5]([P:9]([CH2:12][CH:13]([CH3:15])[CH3:14])(=[S:11])[SH:10])[CH:6]([CH3:8])[CH3:7].[OH-].[CH2:17]([N+:21]([CH2:30][CH2:31][CH2:32][CH3:33])([CH2:26][CH2:27][CH2:28][CH3:29])[CH2:22][CH2:23][CH2:24][CH3:25])[CH2:18][CH2:19][CH3:20].CCCCCC, predict the reaction product. The product is: [CH2:5]([P:9]([CH2:12][CH:13]([CH3:15])[CH3:14])(=[S:10])[S-:11])[CH:6]([CH3:8])[CH3:7].[CH2:30]([N+:21]([CH2:17][CH2:18][CH2:19][CH3:20])([CH2:22][CH2:23][CH2:24][CH3:25])[CH2:26][CH2:27][CH2:28][CH3:29])[CH2:31][CH2:32][CH3:33].